From a dataset of Catalyst prediction with 721,799 reactions and 888 catalyst types from USPTO. Predict which catalyst facilitates the given reaction. (1) The catalyst class is: 22. Reactant: [F:1][C:2]1[CH:3]=[CH:4][C:5]2[N:6]([CH:8]=[C:9]([CH3:11])[N:10]=2)[CH:7]=1.[I:12]N1C(=O)CCC1=O. Product: [F:1][C:2]1[CH:3]=[CH:4][C:5]2[N:6]([C:8]([I:12])=[C:9]([CH3:11])[N:10]=2)[CH:7]=1. (2) Reactant: [CH3:1][N:2]([CH3:27])[N:3]1[C:7]2([CH2:12][CH2:11][N:10]([N:13]([CH3:15])[CH3:14])[CH2:9][CH2:8]2)[C:6](=[O:16])[CH:5]([C:17]2[C:22]([CH3:23])=[CH:21][C:20]([CH3:24])=[CH:19][C:18]=2[CH3:25])[C:4]1=[O:26].C(N(CC)CC)C.Cl[C:36]([O:38][CH2:39][CH3:40])=[O:37]. Product: [CH2:39]([O:38][C:36](=[O:37])[O:16][C:6]1[C:7]2([CH2:12][CH2:11][N:10]([N:13]([CH3:14])[CH3:15])[CH2:9][CH2:8]2)[N:3]([N:2]([CH3:1])[CH3:27])[C:4](=[O:26])[C:5]=1[C:17]1[C:22]([CH3:23])=[CH:21][C:20]([CH3:24])=[CH:19][C:18]=1[CH3:25])[CH3:40]. The catalyst class is: 7. (3) Product: [CH3:31][O:30][C:28]1[CH:27]=[C:25]([NH:26][CH:2]([C:15]2[CH:20]=[CH:19][CH:18]=[CH:17][CH:16]=2)[C:3]([C:5]2[C:13]3[C:8](=[CH:9][CH:10]=[CH:11][CH:12]=3)[NH:7][C:6]=2[CH3:14])=[O:4])[CH:24]=[C:23]([O:22][CH3:21])[CH:29]=1. Reactant: Cl[CH:2]([C:15]1[CH:20]=[CH:19][CH:18]=[CH:17][CH:16]=1)[C:3]([C:5]1[C:13]2[C:8](=[CH:9][CH:10]=[CH:11][CH:12]=2)[NH:7][C:6]=1[CH3:14])=[O:4].[CH3:21][O:22][C:23]1[CH:24]=[C:25]([CH:27]=[C:28]([O:30][CH3:31])[CH:29]=1)[NH2:26].CCN(C(C)C)C(C)C. The catalyst class is: 8. (4) Product: [F:1][C:2]1[CH:10]=[C:9]2[C:5]([C:6]([C:20]3[CH:21]=[N:22][N:23]([CH2:25][CH:26]4[CH2:31][CH2:30][NH:29][CH2:28][CH2:27]4)[CH:24]=3)=[CH:7][N:8]2[S:11]([C:14]2[CH:15]=[CH:16][CH:17]=[CH:18][CH:19]=2)(=[O:12])=[O:13])=[CH:4][CH:3]=1. Reactant: [F:1][C:2]1[CH:10]=[C:9]2[C:5]([C:6]([C:20]3[CH:21]=[N:22][N:23]([CH2:25][CH:26]4[CH2:31][CH2:30][N:29](C(OC(C)(C)C)=O)[CH2:28][CH2:27]4)[CH:24]=3)=[CH:7][N:8]2[S:11]([C:14]2[CH:19]=[CH:18][CH:17]=[CH:16][CH:15]=2)(=[O:13])=[O:12])=[CH:4][CH:3]=1.Cl. The catalyst class is: 1. (5) Product: [NH2:1][C:2]1[NH:7][C:6](=[O:8])[N:5]([CH3:9])[C:4](=[O:10])[C:3]=1[N:11]=[O:12]. The catalyst class is: 86. Reactant: [NH2:1][C:2]1[NH:7][C:6](=[O:8])[N:5]([CH3:9])[C:4](=[O:10])[CH:3]=1.[N:11]([O-])=[O:12].[Na+]. (6) Reactant: [CH3:1][O:2][C:3]1[CH:4]=[C:5]([CH2:9][C:10](Cl)=[O:11])[CH:6]=[CH:7][CH:8]=1.[NH2:13][C:14]1[S:15][C:16]2[CH:22]=[C:21]([C:23]([F:26])([F:25])[F:24])[CH:20]=[CH:19][C:17]=2[N:18]=1. Product: [F:26][C:23]([F:24])([F:25])[C:21]1[CH:20]=[CH:19][C:17]2[N:18]=[C:14]([NH:13][C:10](=[O:11])[CH2:9][C:5]3[CH:6]=[CH:7][CH:8]=[C:3]([O:2][CH3:1])[CH:4]=3)[S:15][C:16]=2[CH:22]=1. The catalyst class is: 1. (7) Reactant: F[C:2]1[CH:7]=[CH:6][C:5]([N+:8]([O-:10])=[O:9])=[C:4]([N+:11]([O-:13])=[O:12])[CH:3]=1.[CH3:14][CH:15]1[NH:20][CH2:19][CH2:18][N:17]([C:21]([O:23][C:24]([CH3:27])([CH3:26])[CH3:25])=[O:22])[CH2:16]1.C(N(C(C)C)CC)(C)C. Product: [N+:11]([C:4]1[CH:3]=[C:2]([N:20]2[CH2:19][CH2:18][N:17]([C:21]([O:23][C:24]([CH3:27])([CH3:26])[CH3:25])=[O:22])[CH2:16][CH:15]2[CH3:14])[CH:7]=[CH:6][C:5]=1[N+:8]([O-:10])=[O:9])([O-:13])=[O:12]. The catalyst class is: 44. (8) Reactant: [Br:1][C:2]1[CH:3]=[CH:4][C:5]([C:8](O)=O)=[N:6][CH:7]=1.Cl.CN(C)CCCN=C=NCC.N1C=CC=CC=1.[NH2:29][C:30]1[C:35]([NH2:36])=[CH:34][C:33]([CH:37]2[CH2:41][CH2:40][CH2:39][N:38]2C(OC(C)(C)C)=O)=[C:32]([O:49][C:50]2[CH:55]=[CH:54][C:53]([S:56]([CH3:59])(=[O:58])=[O:57])=[CH:52][CH:51]=2)[CH:31]=1. Product: [Br:1][C:2]1[CH:3]=[CH:4][C:5]([C:8]2[NH:36][C:35]3[CH:34]=[C:33]([CH:37]4[CH2:41][CH2:40][CH2:39][NH:38]4)[C:32]([O:49][C:50]4[CH:55]=[CH:54][C:53]([S:56]([CH3:59])(=[O:58])=[O:57])=[CH:52][CH:51]=4)=[CH:31][C:30]=3[N:29]=2)=[N:6][CH:7]=1. The catalyst class is: 22. (9) Reactant: [Cl:1][C:2]1[CH:7]=[CH:6][C:5]([CH:8]2[CH2:13][CH2:12][CH:11](C(O)=O)[CH2:10][CH2:9]2)=[CH:4][CH:3]=1.C([N:19]([CH2:22]C)CC)C.P(N=[N+]=[N-])(=O)(OC1C=CC=CC=1)[O:25]C1C=CC=CC=1.[C:43]([OH:47])([CH3:46])([CH3:45])[CH3:44]. Product: [Cl:1][C:2]1[CH:3]=[CH:4][C:5]([CH:8]2[CH2:9][CH2:10][CH:11]([NH:19][C:22](=[O:25])[O:47][C:43]([CH3:46])([CH3:45])[CH3:44])[CH2:12][CH2:13]2)=[CH:6][CH:7]=1. The catalyst class is: 25.